From a dataset of Full USPTO retrosynthesis dataset with 1.9M reactions from patents (1976-2016). Predict the reactants needed to synthesize the given product. (1) Given the product [C:12]1([NH:18][N:19]=[C:3]([C:5]([OH:7])=[O:6])[C:2]([OH:9])=[O:8])[CH:17]=[CH:16][CH:15]=[CH:14][CH:13]=1, predict the reactants needed to synthesize it. The reactants are: O.[C:2]([O-:9])(=[O:8])[C:3]([C:5]([O-:7])=[O:6])=O.[Na+].[Na+].[C:12]1([NH:18][NH2:19])[CH:17]=[CH:16][CH:15]=[CH:14][CH:13]=1. (2) Given the product [Br:16][C:12]1[C:13]2[C:8](=[CH:7][C:6]([C:5]3[S:1][C:2]4[CH:24]=[CH:23][CH:22]=[CH:21][C:3]=4[C:4]=3[C:25](=[O:30])[CH2:26][CH2:27][CH2:28][CH3:29])=[CH:15][CH:14]=2)[CH:9]=[CH:10][C:11]=1[O:17][CH2:18][C:19]#[N:20], predict the reactants needed to synthesize it. The reactants are: [S:1]1[C:5]([C:6]2[CH:7]=[C:8]3[C:13](=[CH:14][CH:15]=2)[C:12]([Br:16])=[C:11]([O:17][CH2:18][C:19]#[N:20])[CH:10]=[CH:9]3)=[CH:4][C:3]2[CH:21]=[CH:22][CH:23]=[CH:24][C:2]1=2.[C:25](Cl)(=[O:30])[CH2:26][CH2:27][CH2:28][CH3:29].[Sn](Cl)(Cl)(Cl)Cl. (3) Given the product [NH2:12][C:10]1[C:9]([NH2:15])=[CH:8][C:3]([C:4]([O:6][CH3:7])=[O:5])=[C:2]([CH3:1])[CH:11]=1, predict the reactants needed to synthesize it. The reactants are: [CH3:1][C:2]1[CH:11]=[C:10]([N+:12]([O-])=O)[C:9]([N+:15]([O-])=O)=[CH:8][C:3]=1[C:4]([O:6][CH3:7])=[O:5].C(O)C. (4) Given the product [C:1]([CH:3]([C:4]1[CH:9]=[CH:8][CH:7]=[CH:6][C:5]=1[C:10]#[N:11])[CH2:14][CH3:15])#[N:2], predict the reactants needed to synthesize it. The reactants are: [C:1]([CH2:3][C:4]1[C:5]([C:10]#[N:11])=[CH:6][CH:7]=[CH:8][CH:9]=1)#[N:2].[OH-].[Na+].[CH2:14](I)[CH3:15]. (5) Given the product [C:27]([O:26][C:24]([NH:23][CH2:22][CH2:21][O:20][C:15]1[C:14]([C:31]2[CH:35]=[CH:34][O:33][CH:32]=2)=[CH:13][CH:12]=[C:11]([CH2:10][S:7]([C:1]2[CH:2]=[CH:3][C:4]([F:36])=[CH:5][CH:6]=2)(=[O:9])=[O:8])[C:16]=1[C:17]([OH:19])=[O:18])=[O:25])([CH3:29])([CH3:30])[CH3:28], predict the reactants needed to synthesize it. The reactants are: [C:1]1([S:7]([CH2:10][C:11]2[C:16]([C:17]([OH:19])=[O:18])=[C:15]([O:20][CH2:21][CH2:22][NH:23][C:24]([O:26][C:27]([CH3:30])([CH3:29])[CH3:28])=[O:25])[C:14]([C:31]3[CH:35]=[CH:34][O:33][CH:32]=3)=[CH:13][CH:12]=2)(=[O:9])=[O:8])[CH:6]=[CH:5][CH:4]=[CH:3][CH:2]=1.[F:36]C1C=CC(C([O-])=O)=C(CS(C2C=CC=CC=2)(=O)=O)C=1C1C=COC=1. (6) Given the product [Cl:1][C:2]1[CH:20]=[C:19]([O:21][CH2:22][CH:23]=[C:24]([Cl:26])[Cl:25])[CH:18]=[C:17]([Cl:27])[C:3]=1[O:4][CH2:5][CH2:6][CH2:7][O:8][C:9]1[CH:10]=[CH:11][C:12]([C:13]2[N:30]=[N:31][NH:32][N:14]=2)=[CH:15][CH:16]=1, predict the reactants needed to synthesize it. The reactants are: [Cl:1][C:2]1[CH:20]=[C:19]([O:21][CH2:22][CH:23]=[C:24]([Cl:26])[Cl:25])[CH:18]=[C:17]([Cl:27])[C:3]=1[O:4][CH2:5][CH2:6][CH2:7][O:8][C:9]1[CH:16]=[CH:15][C:12]([C:13]#[N:14])=[CH:11][CH:10]=1.[Cl-].[NH4+].[N-:30]=[N+:31]=[N-:32].[Na+].Cl.